Dataset: Full USPTO retrosynthesis dataset with 1.9M reactions from patents (1976-2016). Task: Predict the reactants needed to synthesize the given product. (1) Given the product [Br:1][C:2]1[N:6]2[C:7](=[O:14])[C:8]([F:13])=[C:9]([CH2:11][C:30]3[CH:31]=[C:26]([CH:27]=[CH:28][CH:29]=3)[C:24]#[N:25])[N:10]=[C:5]2[S:4][C:3]=1[CH3:15], predict the reactants needed to synthesize it. The reactants are: [Br:1][C:2]1[N:6]2[C:7](=[O:14])[C:8]([F:13])=[C:9]([CH2:11]Cl)[N:10]=[C:5]2[S:4][C:3]=1[CH3:15].P([O-])([O-])([O-])=O.[K+].[K+].[K+].[C:24]([C:26]1[CH:27]=[C:28](B(O)O)[CH:29]=[CH:30][CH:31]=1)#[N:25]. (2) Given the product [CH2:1]([O:8][C:9]1[C:10]([F:23])=[C:11]2[C:19](=[CH:20][C:21]=1[F:22])[CH2:25][N:14]([S:15]([CH3:18])(=[O:17])=[O:16])[CH2:13][CH2:12]2)[C:2]1[CH:3]=[CH:4][CH:5]=[CH:6][CH:7]=1, predict the reactants needed to synthesize it. The reactants are: [CH2:1]([O:8][C:9]1[C:10]([F:23])=[C:11]([CH:19]=[CH:20][C:21]=1[F:22])[CH2:12][CH2:13][NH:14][S:15]([CH3:18])(=[O:17])=[O:16])[C:2]1[CH:7]=[CH:6][CH:5]=[CH:4][CH:3]=1.[B].[CH3:25]OCCOC. (3) Given the product [C:35]1([CH:23]([C:17]2[CH:22]=[CH:21][CH:20]=[CH:19][CH:18]=2)[N:24]2[C:32]3[C:27](=[CH:28][CH:29]=[CH:30][CH:31]=3)[C:26]([OH:33])([C:8]3[C:9]([OH:11])=[CH:10][C:5]4[O:4][CH2:3][CH2:2][O:1][C:6]=4[CH:7]=3)[C:25]2=[O:34])[CH:36]=[CH:37][CH:38]=[CH:39][CH:40]=1, predict the reactants needed to synthesize it. The reactants are: [O:1]1[C:6]2[CH:7]=[CH:8][C:9]([OH:11])=[CH:10][C:5]=2[O:4][CH2:3][CH2:2]1.C([Mg]Cl)(C)C.[C:17]1([CH:23]([C:35]2[CH:40]=[CH:39][CH:38]=[CH:37][CH:36]=2)[N:24]2[C:32]3[C:27](=[CH:28][CH:29]=[CH:30][CH:31]=3)[C:26](=[O:33])[C:25]2=[O:34])[CH:22]=[CH:21][CH:20]=[CH:19][CH:18]=1.O. (4) The reactants are: [Br:1][C:2]1[CH:3]=[C:4]([F:14])[C:5]2[CH:9]=[C:8](C(O)=O)[S:7][C:6]=2[CH:13]=1.C1CCN2C(=NCCC2)CC1. Given the product [Br:1][C:2]1[CH:3]=[C:4]([F:14])[C:5]2[CH:9]=[CH:8][S:7][C:6]=2[CH:13]=1, predict the reactants needed to synthesize it. (5) Given the product [C:23]([NH:1][C:2]1[S:3][C:4]([C:10]2[CH:15]=[CH:14][C:13]([F:16])=[CH:12][CH:11]=2)=[CH:5][C:6]=1[C:7]([NH2:9])=[O:8])(=[O:25])[CH3:24], predict the reactants needed to synthesize it. The reactants are: [NH2:1][C:2]1[S:3][C:4]([C:10]2[CH:15]=[CH:14][C:13]([F:16])=[CH:12][CH:11]=2)=[CH:5][C:6]=1[C:7]([NH2:9])=[O:8].N1C=CC=CC=1.[C:23](Cl)(=[O:25])[CH3:24].